From a dataset of Full USPTO retrosynthesis dataset with 1.9M reactions from patents (1976-2016). Predict the reactants needed to synthesize the given product. (1) Given the product [C:6]([NH:8][C@@H:9]1[CH2:14][C@H:13]([N:15]([CH:17]([CH3:18])[CH3:19])[CH3:16])[CH2:12][CH2:11][C@@H:10]1[N:20]1[CH2:24][CH2:23][C@H:22]([NH:25][C:26](=[O:35])[O:27][CH2:28][C:29]2[CH:30]=[CH:31][CH:32]=[CH:33][CH:34]=2)[C:21]1=[O:36])(=[O:5])[CH3:37], predict the reactants needed to synthesize it. The reactants are: C([O:5][C:6]([NH:8][C@@H:9]1[CH2:14][C@H:13]([N:15]([CH:17]([CH3:19])[CH3:18])[CH3:16])[CH2:12][CH2:11][C@@H:10]1[N:20]1[CH2:24][CH2:23][C@H:22]([NH:25][C:26](=[O:35])[O:27][CH2:28][C:29]2[CH:34]=[CH:33][CH:32]=[CH:31][CH:30]=2)[C:21]1=[O:36])=O)(C)(C)C.[CH3:37]S(O)(=O)=O.C(OC(=O)C)(=O)C.[OH-].[Na+]. (2) The reactants are: II.[CH3:3][O:4][C:5](=[O:17])[C@H:6]([CH2:15]I)[NH:7][C:8]([O:10][C:11]([CH3:14])([CH3:13])[CH3:12])=[O:9].Br[C:19]1[C:26]([CH3:27])=[CH:25][C:22]([C:23]#[N:24])=[CH:21][C:20]=1[CH3:28].CC1C=CC=CC=1P(C1C=CC=CC=1C)C1C=CC=CC=1C. Given the product [CH3:3][O:4][C:5](=[O:17])[C@@H:6]([NH:7][C:8]([O:10][C:11]([CH3:14])([CH3:13])[CH3:12])=[O:9])[CH2:15][C:19]1[C:26]([CH3:27])=[CH:25][C:22]([C:23]#[N:24])=[CH:21][C:20]=1[CH3:28], predict the reactants needed to synthesize it. (3) Given the product [CH3:32][C:27]1([CH3:33])[C:28]([CH3:31])([CH3:30])[O:29][B:25]([C:2]2[CH:7]=[CH:6][C:5]([C:8]([C:19]3[CH:24]=[CH:23][CH:22]=[CH:21][CH:20]=3)=[CH:9][C:10]3[CH:15]=[CH:14][C:13]([N+:16]([O-:18])=[O:17])=[CH:12][CH:11]=3)=[CH:4][CH:3]=2)[O:26]1, predict the reactants needed to synthesize it. The reactants are: Br[C:2]1[CH:7]=[CH:6][C:5]([C:8]([C:19]2[CH:24]=[CH:23][CH:22]=[CH:21][CH:20]=2)=[CH:9][C:10]2[CH:15]=[CH:14][C:13]([N+:16]([O-:18])=[O:17])=[CH:12][CH:11]=2)=[CH:4][CH:3]=1.[B:25]1([B:25]2[O:29][C:28]([CH3:31])([CH3:30])[C:27]([CH3:33])([CH3:32])[O:26]2)[O:29][C:28]([CH3:31])([CH3:30])[C:27]([CH3:33])([CH3:32])[O:26]1.C([O-])(=O)C.[K+]. (4) Given the product [CH2:19]([N:7]1[C:6](=[O:12])[C:5]2=[CH:4][CH:3]=[C:2]([Cl:1])[N:10]2[N:9]=[C:8]1[CH3:11])[C:20]1[CH:25]=[CH:24][CH:23]=[CH:22][CH:21]=1, predict the reactants needed to synthesize it. The reactants are: [Cl:1][C:2]1[N:10]2[C:5]([C:6](=[O:12])[NH:7][C:8]([CH3:11])=[N:9]2)=[CH:4][CH:3]=1.C([O-])([O-])=O.[Cs+].[Cs+].[CH2:19](Br)[C:20]1[CH:25]=[CH:24][CH:23]=[CH:22][CH:21]=1.